Dataset: Forward reaction prediction with 1.9M reactions from USPTO patents (1976-2016). Task: Predict the product of the given reaction. (1) Given the reactants C(OC1C=CC([C@@H](O)CBr)=CC=1CO[Si:21]([C:24]([CH3:27])([CH3:26])[CH3:25])([CH3:23])[CH3:22])C1C=CC=CC=1.[N:28]([CH2:31][C@@H:32]([C:34]1[CH:35]=[CH:36][C:37]([O:43][CH2:44][C:45]2[CH:50]=[CH:49][CH:48]=[CH:47][CH:46]=2)=[C:38]([NH:40][CH:41]=[O:42])[CH:39]=1)[OH:33])=[N+:29]=[N-:30], predict the reaction product. The product is: [N:28]([CH2:31][C@@H:32]([C:34]1[CH:35]=[CH:36][C:37]([O:43][CH2:44][C:45]2[CH:50]=[CH:49][CH:48]=[CH:47][CH:46]=2)=[C:38]([NH:40][CH:41]=[O:42])[CH:39]=1)[O:33][Si:21]([C:24]([CH3:27])([CH3:26])[CH3:25])([CH3:23])[CH3:22])=[N+:29]=[N-:30]. (2) Given the reactants COC([C:5]1[CH:10]=[CH:9][N:8]2[N:11]=[CH:12][CH:13]=[C:7]2[CH:6]=1)=O.[OH:14][CH2:15]CC1C=CN=CC=1.[C:23]([O:27][CH2:28][CH3:29])(=[O:26])C#C.C([O-])([O-])=O.[K+].[K+], predict the reaction product. The product is: [CH3:15][O:14][C:5]1[CH:10]=[CH:9][N:8]2[N:11]=[CH:12][C:13]([C:23]([O:27][CH2:28][CH3:29])=[O:26])=[C:7]2[CH:6]=1. (3) Given the reactants [NH2:1][C:2]1[CH:10]=[C:9]([O:11][CH:12]([CH3:14])[CH3:13])[CH:8]=[C:7]([O:15][CH:16]([CH3:18])[CH3:17])[C:3]=1[C:4]([NH2:6])=[O:5].[OH:19][CH2:20][CH2:21][O:22][C:23]1[C:30]([CH3:31])=[CH:29][C:26]([CH:27]=O)=[CH:25][C:24]=1[CH3:32].S(=O)(O)[O-].[Na+].C1(C)C=CC(S(O)(=O)=O)=CC=1, predict the reaction product. The product is: [OH:19][CH2:20][CH2:21][O:22][C:23]1[C:30]([CH3:31])=[CH:29][C:26]([C:27]2[NH:6][C:4](=[O:5])[C:3]3[C:2](=[CH:10][C:9]([O:11][CH:12]([CH3:13])[CH3:14])=[CH:8][C:7]=3[O:15][CH:16]([CH3:18])[CH3:17])[N:1]=2)=[CH:25][C:24]=1[CH3:32]. (4) Given the reactants BrC[CH2:3][CH2:4][CH2:5][CH2:6][C@@H:7]1[CH2:24][C:23]2[CH:22]=[C:21]([OH:25])[CH:20]=[CH:19][C:18]=2[C@@H:17]2[C@@H:8]1[C@H:9]1[C@@:13]([CH2:15][C@@H:16]2[F:26])([CH3:14])[CH:12]([OH:27])[CH2:11][CH2:10]1.[F:28][C:29]([F:57])([C:35]([F:56])([F:55])[C:36]([F:54])([F:53])[C:37]([F:52])([F:51])[C:38]([F:50])([F:49])[C:39]([F:48])([F:47])[C:40]([F:46])([F:45])[C:41]([F:44])([F:43])[F:42])[CH2:30][CH2:31][CH2:32][NH:33][CH3:34].[Cl-].[Na+].[CH3:60]N1CCCC1=O, predict the reaction product. The product is: [F:26][C@H:16]1[CH2:15][C@@:13]2([CH3:14])[C@@H:9]([CH2:10][CH2:11][C@@H:12]2[OH:27])[C@H:8]2[C@H:17]1[C:18]1[CH:19]=[CH:20][C:21]([OH:25])=[CH:22][C:23]=1[CH2:24][C@H:7]2[CH2:6][CH2:5][CH2:4][CH2:3][CH2:34][N:33]([CH2:32][CH2:31][CH2:30][C:29]([F:57])([F:28])[C:35]([F:55])([F:56])[C:36]([F:53])([F:54])[C:37]([F:51])([F:52])[C:38]([F:49])([F:50])[C:39]([F:47])([F:48])[C:40]([F:45])([F:46])[C:41]([F:44])([F:43])[F:42])[CH3:60]. (5) Given the reactants N1NN=NC=1C1NN=C2C=1C[C@H]1C[C@H]12.[CH2:15]1[C@@H:17]2[CH2:18][C:19]3[C:23]([C@H:16]12)=[N:22][NH:21][C:20]=3[C:24]([OH:26])=[O:25], predict the reaction product. The product is: [N:22]1[NH:21][C:20]([C:24]([OH:26])=[O:25])=[C:19]2[C@@H:18]3[CH2:15][C@@H:17]3[CH2:16][C:23]=12.